From a dataset of Full USPTO retrosynthesis dataset with 1.9M reactions from patents (1976-2016). Predict the reactants needed to synthesize the given product. (1) Given the product [NH2:13][C:14]1[N:19]=[CH:18][N:17]=[C:16]2[N:20]([CH:67]3[CH2:68][CH2:69][O:64][CH2:65][CH2:66]3)[N:21]=[C:22]([C:23]3[CH:28]=[CH:27][C:26]([NH:29][C:30](=[O:42])[C:31]4[CH:36]=[CH:35][C:34]([C:37]([F:39])([F:40])[F:38])=[CH:33][C:32]=4[F:41])=[C:25]([O:43][CH3:44])[CH:24]=3)[C:15]=12, predict the reactants needed to synthesize it. The reactants are: N(C(OCC)=O)=NC(OCC)=O.[NH2:13][C:14]1[N:19]=[CH:18][N:17]=[C:16]2[NH:20][N:21]=[C:22]([C:23]3[CH:28]=[CH:27][C:26]([NH:29][C:30](=[O:42])[C:31]4[CH:36]=[CH:35][C:34]([C:37]([F:40])([F:39])[F:38])=[CH:33][C:32]=4[F:41])=[C:25]([O:43][CH3:44])[CH:24]=3)[C:15]=12.C1(P(C2C=CC=CC=2)C2C=CC=CC=2)C=CC=CC=1.[O:64]1[CH2:69][CH2:68][CH:67](O)[CH2:66][CH2:65]1. (2) Given the product [Cl:21][C:20]1[N:22]=[C:23]([Cl:24])[N:25]=[C:26]([CH2:18][CH2:17][CH2:16][CH2:15][CH2:14][CH2:13][CH2:12][CH2:11][CH2:10][CH2:9][CH2:8][CH2:7][CH2:6][CH2:5][CH2:4][CH3:3])[N:19]=1, predict the reactants needed to synthesize it. The reactants are: [Mg].Br[CH2:3][CH2:4][CH2:5][CH2:6][CH2:7][CH2:8][CH2:9][CH2:10][CH2:11][CH2:12][CH2:13][CH2:14][CH2:15][CH2:16][CH2:17][CH3:18].[N:19]1[C:26](Cl)=[N:25][C:23]([Cl:24])=[N:22][C:20]=1[Cl:21]. (3) Given the product [CH3:1][O:2][C:3]1[CH:4]=[C:5]([CH:32]=[CH:33][C:34]=1[O:35][CH3:36])[CH2:6][CH:7]1[C:13]2[CH:14]=[C:15]([O:20][CH3:21])[C:16]([O:18][CH3:19])=[CH:17][C:12]=2[CH2:11][CH2:10][CH2:9][N:8]1[CH:22]([C:26]1[CH:31]=[CH:30][CH:29]=[CH:28][CH:27]=1)[C:23]([NH:43][CH2:42][CH2:41][S:40][CH2:38][CH3:39])=[O:24], predict the reactants needed to synthesize it. The reactants are: [CH3:1][O:2][C:3]1[CH:4]=[C:5]([CH:32]=[CH:33][C:34]=1[O:35][CH3:36])[CH2:6][CH:7]1[C:13]2[CH:14]=[C:15]([O:20][CH3:21])[C:16]([O:18][CH3:19])=[CH:17][C:12]=2[CH2:11][CH2:10][CH2:9][N:8]1[CH:22]([C:26]1[CH:31]=[CH:30][CH:29]=[CH:28][CH:27]=1)[C:23](O)=[O:24].Cl.[CH2:38]([S:40][CH2:41][CH2:42][NH2:43])[CH3:39]. (4) Given the product [CH2:1]([O:8][C:9]1[CH:10]=[C:11]([C:14]([Br:19])=[CH:15][C:16]=1[O:17][CH3:18])[CH:12]=[O:13])[C:2]1[CH:3]=[CH:4][CH:5]=[CH:6][CH:7]=1, predict the reactants needed to synthesize it. The reactants are: [CH2:1]([O:8][C:9]1[CH:10]=[C:11]([CH:14]=[CH:15][C:16]=1[O:17][CH3:18])[CH:12]=[O:13])[C:2]1[CH:7]=[CH:6][CH:5]=[CH:4][CH:3]=1.[Br:19]Br. (5) Given the product [C:1]([C:5]1[N:10]=[C:9]([N:11]2[CH2:16][CH2:15][N:14]([CH2:17][CH2:18][CH2:19][CH2:20][NH:21][C:31]([N:48]3[CH2:49][CH2:50][N:45]([CH:42]4[CH2:41][CH2:40][N:39]([CH3:38])[CH2:44][CH2:43]4)[CH2:46][CH2:47]3)=[O:32])[CH2:13][CH2:12]2)[CH:8]=[C:7]([C:22]([F:24])([F:25])[F:23])[N:6]=1)([CH3:4])([CH3:2])[CH3:3], predict the reactants needed to synthesize it. The reactants are: [C:1]([C:5]1[N:10]=[C:9]([N:11]2[CH2:16][CH2:15][N:14]([CH2:17][CH2:18][CH2:19][CH2:20][NH2:21])[CH2:13][CH2:12]2)[CH:8]=[C:7]([C:22]([F:25])([F:24])[F:23])[N:6]=1)([CH3:4])([CH3:3])[CH3:2].C1N=CN([C:31](N2C=NC=C2)=[O:32])C=1.[CH3:38][N:39]1[CH2:44][CH2:43][CH:42]([N:45]2[CH2:50][CH2:49][NH:48][CH2:47][CH2:46]2)[CH2:41][CH2:40]1. (6) Given the product [CH:1]([N:4]1[C:9](=[O:10])[CH:8]=[CH:7][C:6]([C:11]2[N:21]=[C:22]([C:23]#[N:24])[C:25]([C:26]#[N:27])=[N:28][C:12]=2[C:14]2[CH:19]=[CH:18][CH:17]=[CH:16][CH:15]=2)=[N:5]1)([CH3:3])[CH3:2], predict the reactants needed to synthesize it. The reactants are: [CH:1]([N:4]1[C:9](=[O:10])[CH:8]=[CH:7][C:6]([C:11](=O)[C:12]([C:14]2[CH:19]=[CH:18][CH:17]=[CH:16][CH:15]=2)=O)=[N:5]1)([CH3:3])[CH3:2].[NH2:21][C:22](=[C:25]([NH2:28])[C:26]#[N:27])[C:23]#[N:24]. (7) Given the product [CH3:3][C:4]1[CH:5]=[C:6]([O:38][CH2:40][C:41]2[N:42]=[C:43](/[CH:46]=[CH:47]/[C:48]3[CH:49]=[CH:50][C:51]([O:54][C:55]([F:58])([F:56])[F:57])=[CH:52][CH:53]=3)[O:44][CH:45]=2)[CH:7]=[CH:8][C:9]=1[CH2:10][CH2:11][CH2:12][CH2:13][C:14]1[N:15]=[N:16][N:17]([C:19]([C:32]2[CH:37]=[CH:36][CH:35]=[CH:34][CH:33]=2)([C:20]2[CH:25]=[CH:24][CH:23]=[CH:22][CH:21]=2)[C:26]2[CH:27]=[CH:28][CH:29]=[CH:30][CH:31]=2)[CH:18]=1, predict the reactants needed to synthesize it. The reactants are: [H-].[Na+].[CH3:3][C:4]1[CH:5]=[C:6]([OH:38])[CH:7]=[CH:8][C:9]=1[CH2:10][CH2:11][CH2:12][CH2:13][C:14]1[N:15]=[N:16][N:17]([C:19]([C:32]2[CH:37]=[CH:36][CH:35]=[CH:34][CH:33]=2)([C:26]2[CH:31]=[CH:30][CH:29]=[CH:28][CH:27]=2)[C:20]2[CH:25]=[CH:24][CH:23]=[CH:22][CH:21]=2)[CH:18]=1.Cl[CH2:40][C:41]1[N:42]=[C:43]([CH:46]=[CH:47][C:48]2[CH:53]=[CH:52][C:51]([O:54][C:55]([F:58])([F:57])[F:56])=[CH:50][CH:49]=2)[O:44][CH:45]=1.O. (8) The reactants are: [C:1]([C:4]1[CH:27]=[CH:26][C:7]([O:8][CH2:9][C:10]2[CH:15]=[CH:14][C:13]([CH:16]([OH:25])[C:17]3[CH:18]=[C:19]([CH:22]=[CH:23][CH:24]=3)[C:20]#N)=[CH:12][CH:11]=2)=[C:6]([CH2:28][CH2:29][CH3:30])[C:5]=1[OH:31])(=[O:3])[CH3:2].[OH-:32].[K+].C(O)C.Cl.[OH2:38]. Given the product [C:1]([C:4]1[CH:27]=[CH:26][C:7]([O:8][CH2:9][C:10]2[CH:15]=[CH:14][C:13]([CH:16]([OH:25])[C:17]3[CH:18]=[C:19]([CH:22]=[CH:23][CH:24]=3)[C:20]([OH:38])=[O:32])=[CH:12][CH:11]=2)=[C:6]([CH2:28][CH2:29][CH3:30])[C:5]=1[OH:31])(=[O:3])[CH3:2], predict the reactants needed to synthesize it. (9) The reactants are: Cl.[NH2:2][C:3]1[N:8]=[CH:7][C:6](/[CH:9]=[CH:10]/[C:11]([OH:13])=O)=[CH:5][CH:4]=1.Cl.Cl.[NH:16]1[CH2:19][CH:18]([O:20][CH2:21][C:22]2[CH:27]=[CH:26][N:25]=[CH:24][CH:23]=2)[CH2:17]1.CCN(C(C)C)C(C)C.CCN=C=NCCCN(C)C. Given the product [O:13]=[C:11]([N:16]1[CH2:19][CH:18]([O:20][CH2:21][C:22]2[CH:27]=[CH:26][N:25]=[CH:24][CH:23]=2)[CH2:17]1)/[CH:10]=[CH:9]/[C:6]1[CH:5]=[CH:4][C:3]([NH2:2])=[N:8][CH:7]=1, predict the reactants needed to synthesize it.